Task: Predict the product of the given reaction.. Dataset: Forward reaction prediction with 1.9M reactions from USPTO patents (1976-2016) (1) Given the reactants [F:1][C:2]1[CH:3]=[C:4]2[C:8](=[CH:9][CH:10]=1)[NH:7][C:6]([CH3:11])=[CH:5]2.[Br:12]Br, predict the reaction product. The product is: [Br:12][C:5]1[C:4]2[C:8](=[CH:9][CH:10]=[C:2]([F:1])[CH:3]=2)[NH:7][C:6]=1[CH3:11]. (2) Given the reactants [C:1]([C:4]1[C:22](=[O:23])[C@@:8]2([CH3:24])[C:9]3[C:15]([OH:16])=[CH:14][C:13]([O:17][CH3:18])=[C:12]([C:19]([NH2:21])=[O:20])[C:10]=3[O:11][C:7]2=[CH:6][C:5]=1[OH:25])(=[O:3])[CH3:2].[CH3:26][C:27]1[C:36]([CH3:37])=[CH:35][C:34]2[C:29](=[CH:30][CH:31]=[CH:32][CH:33]=2)[C:28]=1[CH:38]=O.C([SiH](CC)CC)C.FC(F)(F)C(O)=O, predict the reaction product. The product is: [C:1]([C:4]1[C:22](=[O:23])[C@@:8]2([CH3:24])[C:9]3[C:15]([OH:16])=[CH:14][C:13]([O:17][CH3:18])=[C:12]([C:19]([NH:21][CH2:38][C:28]4[C:29]5[C:34](=[CH:33][CH:32]=[CH:31][CH:30]=5)[CH:35]=[C:36]([CH3:37])[C:27]=4[CH3:26])=[O:20])[C:10]=3[O:11][C:7]2=[CH:6][C:5]=1[OH:25])(=[O:3])[CH3:2]. (3) Given the reactants [O:1]1[C:5]2[CH:6]=[CH:7][C:8]([CH2:10][C:11](N(OC)C)=[O:12])=[CH:9][C:4]=2[O:3][CH2:2]1.[CH3:17][Mg]Br, predict the reaction product. The product is: [O:1]1[C:5]2[CH:6]=[CH:7][C:8]([CH2:10][C:11](=[O:12])[CH3:17])=[CH:9][C:4]=2[O:3][CH2:2]1. (4) Given the reactants [Cl:1][C:2]1[C:3]([F:31])=[C:4]([CH:8]2[C:12]([C:15]3[CH:20]=[CH:19][C:18]([Cl:21])=[CH:17][C:16]=3[F:22])([C:13]#[N:14])[CH:11]([CH2:23][C:24]([CH3:27])([CH3:26])[CH3:25])[NH:10][CH:9]2[C:28](O)=[O:29])[CH:5]=[CH:6][CH:7]=1.CN(C(ON1N=NC2C=CC=NC1=2)=[N+](C)C)C.F[P-](F)(F)(F)(F)F.CCN(C(C)C)C(C)C.[CH2:65]([O:67][C:68]([C:70]1[N:71]=[C:72]([NH2:75])[S:73][CH:74]=1)=[O:69])[CH3:66], predict the reaction product. The product is: [CH2:65]([O:67][C:68]([C:70]1[N:71]=[C:72]([NH:75][C:28]([C@H:9]2[C@H:8]([C:4]3[CH:5]=[CH:6][CH:7]=[C:2]([Cl:1])[C:3]=3[F:31])[C@:12]([C:15]3[CH:20]=[CH:19][C:18]([Cl:21])=[CH:17][C:16]=3[F:22])([C:13]#[N:14])[C@H:11]([CH2:23][C:24]([CH3:27])([CH3:26])[CH3:25])[NH:10]2)=[O:29])[S:73][CH:74]=1)=[O:69])[CH3:66]. (5) Given the reactants [CH3:1][S:2]([N:5]1[CH2:10][CH:9]=[C:8]([C:11]2[CH:12]=[C:13]3[CH:19]=[C:18]([CH:20]4[CH2:25][CH2:24][NH:23][CH2:22][CH2:21]4)[O:17][C:14]3=[CH:15][N:16]=2)[CH2:7][CH2:6]1)(=[O:4])=[O:3].Cl[C:27]1[S:28][C:29]([C:32]([F:35])([F:34])[F:33])=[N:30][N:31]=1.C([O-])([O-])=O.[K+].[K+].CS(C)=O, predict the reaction product. The product is: [CH:14]([O:17][CH:18]([CH3:20])[CH3:19])([CH3:15])[CH3:13].[CH3:1][S:2]([N:5]1[CH2:6][CH:7]=[C:8]([C:11]2[CH:12]=[C:13]3[CH:19]=[C:18]([CH:20]4[CH2:25][CH2:24][N:23]([C:27]5[S:28][C:29]([C:32]([F:35])([F:34])[F:33])=[N:30][N:31]=5)[CH2:22][CH2:21]4)[O:17][C:14]3=[CH:15][N:16]=2)[CH2:9][CH2:10]1)(=[O:3])=[O:4]. (6) Given the reactants [CH3:1][O:2][N:3](C)[C:4](C1N=CN(C2C=C(C3C=CC=CC=3)C=CC=2)C=1)=O.[F:24][C:25]1[C:30]([C:31]2[CH:36]=[CH:35][CH:34]=[C:33]([N:37]3[CH:41]=[C:40]([C:42](Cl)=[O:43])[N:39]=[CH:38]3)[CH:32]=2)=[C:29]([O:45][CH3:46])[CH:28]=[CH:27][CH:26]=1, predict the reaction product. The product is: [CH3:1][O:2][N:3]([CH3:4])[C:42]([C:40]1[N:39]=[CH:38][N:37]([C:33]2[CH:32]=[C:31]([C:30]3[C:25]([F:24])=[CH:26][CH:27]=[CH:28][C:29]=3[O:45][CH3:46])[CH:36]=[CH:35][CH:34]=2)[CH:41]=1)=[O:43]. (7) Given the reactants FC(F)(F)C(O)=O.[CH3:8][O:9][C:10]1[C:11]2[N:18]=[C:17]([NH:19][C:20]([N:22]3[CH2:27][CH2:26][NH:25][CH2:24][CH2:23]3)=[O:21])[S:16][C:12]=2[N:13]=[CH:14][N:15]=1.C(N(C(C)C)CC)(C)C.C(=O)([O-])[O-].[K+].[K+].[CH3:43][O:44][C:45](=[O:55])[CH:46](Br)[C:47]1[CH:52]=[CH:51][CH:50]=[C:49]([Cl:53])[CH:48]=1, predict the reaction product. The product is: [CH3:43][O:44][C:45](=[O:55])[CH:46]([C:47]1[CH:52]=[CH:51][CH:50]=[C:49]([Cl:53])[CH:48]=1)[N:25]1[CH2:24][CH2:23][N:22]([C:20](=[O:21])[NH:19][C:17]2[S:16][C:12]3[N:13]=[CH:14][N:15]=[C:10]([O:9][CH3:8])[C:11]=3[N:18]=2)[CH2:27][CH2:26]1. (8) Given the reactants [O-]CC.[Na+].[CH3:5][C:6]1([CH3:12])[CH2:10][CH2:9][CH2:8][C:7]1=[O:11].[C:13](OCC)(=[O:19])[C:14]([O:16][CH2:17][CH3:18])=[O:15], predict the reaction product. The product is: [CH3:5][C:6]1([CH3:12])[CH2:10][CH2:9][CH:8]([C:13](=[O:19])[C:14]([O:16][CH2:17][CH3:18])=[O:15])[C:7]1=[O:11]. (9) The product is: [CH3:11][C:8]([C:4]1[CH:3]=[C:2]([B:13]2[O:17][C:16]([CH3:19])([CH3:18])[C:15]([CH3:21])([CH3:20])[O:14]2)[CH:7]=[CH:6][N:5]=1)([CH3:12])[C:9]#[N:10]. Given the reactants I[C:2]1[CH:7]=[CH:6][N:5]=[C:4]([C:8]([CH3:12])([CH3:11])[C:9]#[N:10])[CH:3]=1.[B:13]1([B:13]2[O:17][C:16]([CH3:19])([CH3:18])[C:15]([CH3:21])([CH3:20])[O:14]2)[O:17][C:16]([CH3:19])([CH3:18])[C:15]([CH3:21])([CH3:20])[O:14]1.C([O-])(=O)C.[K+].ClCCl, predict the reaction product. (10) The product is: [Cl:7][C:8](=[CH:2][OH:5])[C:9]([O:11][CH2:12][CH3:13])=[O:10]. Given the reactants C[C:2]([O-:5])(C)C.[K+].[Cl:7][CH2:8][C:9]([O:11][CH2:12][CH3:13])=[O:10].C(OCC)=O, predict the reaction product.